From a dataset of Experimentally validated miRNA-target interactions with 360,000+ pairs, plus equal number of negative samples. Binary Classification. Given a miRNA mature sequence and a target amino acid sequence, predict their likelihood of interaction. (1) The miRNA is mmu-miR-1958 with sequence UAGGAAAGUGGAAGCAGUAAGU. The protein sequence of the target gene is MELAAGSFSEEQFWEACAELQQPALAGADWQLLVETSGISIYRLLDKKTGLYEYKVFGVLEDCSPTLLADIYMDSDYRKQWDQYVKELYEQECNGETVVYWEVKYPFPMSNRDYVYLRQRRDLDMEGRKIHVILARSTSMPQLGERSGVIRVKQYKQSLAIESDGKKGSKVFMYYFDNPGGQIPSWLINWAAKNGVPNFLKDMARACQNYLKKT. Result: 0 (no interaction). (2) The protein sequence of the target gene is MGKSRTKRFKRPQFSPTGDCQAEAAAAANGTGGEEDDGPAAELLEKLQHPSAEVRECACAGLARLVQQRPALPGLARRDAVRRLGPLLLDPSLAVRETAAGALRNLSACGGFEVCDDMVTKDIMTPLVALLKECSAGLDSNEMSLQEKKDQNRNSIENIANETVNVLWNICECSSRAVSIFNKEGCLEIVLKYLSRFPTNVDLAISVAYCLQTVTEDNPELLKSFSATALNMLESALLSPVSSMESLLLKTLVAGTIWNLKDIIPCKSQAEIINALLKILSEVLGMDAGEMVIQMKEAET.... Result: 1 (interaction). The miRNA is hsa-miR-3614-5p with sequence CCACUUGGAUCUGAAGGCUGCCC. (3) The miRNA is hsa-miR-4740-3p with sequence GCCCGAGAGGAUCCGUCCCUGC. The protein sequence of the target gene is MEHPLFGCLRSPHATAQGLHPFSQSSLALHGRSDHMSYPELSTSSSSCIIAGYPNEEGMFASQHHRGHHHHHHHHHHHHQQQQHQALQSNWHLPQMSSPPSAARHSLCLQPDSGGPPELGSSPPVLCSNSSSLGSSTPTGAACAPGDYGRQALSPADVEKRSGSKRKSDSSDSQEGNYKSEVNSKPRKERTAFTKEQIRELEAEFAHHNYLTRLRRYEIAVNLDLTERQVKVWFQNRRMKWKRVKGGQQGAAAREKELVNVKKGTLLPSELSGIGAATLQQTGDSLANEDSRDSDHSSEH.... Result: 0 (no interaction). (4) Result: 1 (interaction). The protein sequence of the target gene is MWTADEIAQLCYEHYGIRLPKKGKPEPNHEWTLLAAVVKIQSPADKACDTPDKPVQVTKEVVSMGTGTKCIGQSKMRKNGDILNDSHAEVIARRSFQRYLLHQLQLAATLKEDSIFVPGTQKGVWKLRRDLIFVFFSSHTPCGDASIIPMLEFEDQPCCPVFRNWAHNSSVEASSNLEAPGNERKCEDPDSPVTKKMRLEPGTAAREVTNGAAHHQSFGKQKSGPISPGIHSCDLTVEGLATVTRIAPGSAKVIDVYRTGAKCVPGEAGDSGKPGAAFHQVGLLRVKPGRGDRTRSMSCS.... The miRNA is hsa-miR-23b-5p with sequence UGGGUUCCUGGCAUGCUGAUUU.